This data is from Reaction yield outcomes from USPTO patents with 853,638 reactions. The task is: Predict the reaction yield, written as a fraction of the theoretical maximum amount of product (1.0 means a 100% yield; for example, 0.34 means a 34% yield). The reactants are [O:1]=[C:2]1[C:10]2[C:5](=[CH:6][CH:7]=[CH:8][CH:9]=2)[C:4](=[O:11])[N:3]1[CH2:12][C:13]#[N:14].C(OCC)(=O)C.Cl.O1CCCC1.P([S-])(OCC)(OCC)=[S:28]. The catalyst is O. The product is [O:1]=[C:2]1[C:10]2[C:5](=[CH:6][CH:7]=[CH:8][CH:9]=2)[C:4](=[O:11])[N:3]1[CH2:12][C:13](=[S:28])[NH2:14]. The yield is 0.510.